Task: Predict the product of the given reaction.. Dataset: Forward reaction prediction with 1.9M reactions from USPTO patents (1976-2016) (1) Given the reactants [C:1]([O:5][C:6](=[O:33])[NH:7][C@@H:8]1[CH2:13][CH2:12][CH2:11][C@@H:10]([S:14][CH2:15][C:16]2[C:21]([CH3:22])=[CH:20][C:19]([CH3:23])=[CH:18][C:17]=2[CH3:24])[C@@H:9]1[O:25][Si:26]([C:29]([CH3:32])([CH3:31])[CH3:30])([CH3:28])[CH3:27])([CH3:4])([CH3:3])[CH3:2].[CH2:34](I)[CH3:35], predict the reaction product. The product is: [C:1]([O:5][C:6](=[O:33])[N:7]([C@@H:8]1[CH2:13][CH2:12][CH2:11][C@@H:10]([S:14][CH2:15][C:16]2[C:17]([CH3:24])=[CH:18][C:19]([CH3:23])=[CH:20][C:21]=2[CH3:22])[C@@H:9]1[O:25][Si:26]([C:29]([CH3:32])([CH3:31])[CH3:30])([CH3:27])[CH3:28])[CH2:34][CH3:35])([CH3:4])([CH3:2])[CH3:3]. (2) Given the reactants [CH3:1][C:2]([CH3:24])([CH2:7][O:8][C:9]1[CH:14]=[CH:13][C:12]([C:15]2[CH:20]=[CH:19][C:18]([N+:21]([O-])=O)=[CH:17][CH:16]=2)=[CH:11][N:10]=1)[C:3]([O:5][CH3:6])=[O:4].CCO, predict the reaction product. The product is: [NH2:21][C:18]1[CH:17]=[CH:16][C:15]([C:12]2[CH:13]=[CH:14][C:9]([O:8][CH2:7][C:2]([CH3:24])([CH3:1])[C:3]([O:5][CH3:6])=[O:4])=[N:10][CH:11]=2)=[CH:20][CH:19]=1. (3) Given the reactants [Br:1][C:2]1[CH:3]=[CH:4][C:5](F)=[N:6][CH:7]=1.[F:9][C:10]1[CH:11]=[C:12]([OH:17])[CH:13]=[CH:14][C:15]=1[F:16].C(=O)([O-])[O-].[K+].[K+].O, predict the reaction product. The product is: [Br:1][C:2]1[CH:3]=[CH:4][C:5]([O:17][C:12]2[CH:13]=[CH:14][C:15]([F:16])=[C:10]([F:9])[CH:11]=2)=[N:6][CH:7]=1. (4) Given the reactants [Cl:1][C:2]1C=C(F)C=[CH:4][N:3]=1.[C:9]([N:16]1CCC(N)C[CH2:17]1)([O:11][C:12]([CH3:15])([CH3:14])[CH3:13])=[O:10].[CH3:23][CH2:24][N:25]([CH:29]([CH3:31])[CH3:30])[CH:26]([CH3:28])C, predict the reaction product. The product is: [Cl:1][C:2]1[CH:30]=[C:29]([N:25]2[CH2:24][CH2:23][CH:17]([NH:16][C:9](=[O:10])[O:11][C:12]([CH3:15])([CH3:14])[CH3:13])[CH2:28][CH2:26]2)[CH:31]=[CH:4][N:3]=1. (5) Given the reactants [OH:1][CH2:2][C:3]1[CH:8]=[CH:7][N:6]=[C:5]2[C:9](I)=[C:10]([C:12]3[CH:17]=[CH:16][N:15]=[C:14]([NH:18][C:19](=[O:21])[CH3:20])[CH:13]=3)[NH:11][C:4]=12.[CH3:23][O:24][C:25]1[N:30]=[CH:29][C:28](B(O)O)=[CH:27][CH:26]=1.C([O-])([O-])=O.[Na+].[Na+], predict the reaction product. The product is: [OH:1][CH2:2][C:3]1[CH:8]=[CH:7][N:6]=[C:5]2[C:9]([C:28]3[CH:29]=[N:30][C:25]([O:24][CH3:23])=[CH:26][CH:27]=3)=[C:10]([C:12]3[CH:17]=[CH:16][N:15]=[C:14]([NH:18][C:19](=[O:21])[CH3:20])[CH:13]=3)[NH:11][C:4]=12. (6) Given the reactants Cl[C:2]1[N:7]=[C:6]([N:8]2[CH2:13][CH2:12][N:11]([C:14]([O:16][C:17]([CH3:20])([CH3:19])[CH3:18])=[O:15])[CH2:10][CH2:9]2)[CH:5]=[CH:4][N:3]=1.[C:21]1(OB(O)O)[CH:26]=[CH:25][CH:24]=[CH:23][CH:22]=1.P([O-])([O-])([O-])=O.[K+].[K+].[K+], predict the reaction product. The product is: [C:21]1([C:2]2[N:7]=[C:6]([N:8]3[CH2:13][CH2:12][N:11]([C:14]([O:16][C:17]([CH3:20])([CH3:19])[CH3:18])=[O:15])[CH2:10][CH2:9]3)[CH:5]=[CH:4][N:3]=2)[CH:26]=[CH:25][CH:24]=[CH:23][CH:22]=1. (7) Given the reactants [F:1][C:2]1[CH:9]=[CH:8][C:5]([CH:6]=O)=[C:4]([C:10]([F:13])([F:12])[F:11])[CH:3]=1.Cl.[O:15]([NH2:17])[CH3:16], predict the reaction product. The product is: [CH3:16][O:15][N:17]=[CH:6][C:5]1[CH:8]=[CH:9][C:2]([F:1])=[CH:3][C:4]=1[C:10]([F:13])([F:12])[F:11].